This data is from Full USPTO retrosynthesis dataset with 1.9M reactions from patents (1976-2016). The task is: Predict the reactants needed to synthesize the given product. (1) The reactants are: C(O[C:6](=[O:19])[NH:7][C:8]1[C:17]2[C:12](=[CH:13][CH:14]=[CH:15][CH:16]=2)[C:11]([OH:18])=[CH:10][CH:9]=1)(C)(C)C.[F:20][C:21]1[CH:22]=[C:23]([CH:27]=[C:28]([N:30]2[CH2:35][CH2:34][CH2:33][CH2:32][CH2:31]2)[CH:29]=1)C(O)=O.[CH3:36][O:37][C:38]1[CH:39]=[C:40]([CH2:46][CH2:47]O)[CH:41]=[CH:42][C:43]=1[O:44][CH3:45]. Given the product [CH3:36][O:37][C:38]1[CH:39]=[C:40]([CH2:46][CH2:47][O:18][C:11]2[C:12]3[C:17](=[CH:16][CH:15]=[CH:14][CH:13]=3)[C:8]([NH:7][C:6](=[O:19])[C:23]3[CH:27]=[C:28]([N:30]4[CH2:31][CH2:32][CH2:33][CH2:34][CH2:35]4)[CH:29]=[C:21]([F:20])[CH:22]=3)=[CH:9][CH:10]=2)[CH:41]=[CH:42][C:43]=1[O:44][CH3:45], predict the reactants needed to synthesize it. (2) The reactants are: [OH:1][C:2]1[CH:7]=[CH:6][C:5]([C:8](=[O:16])[CH2:9][C:10]2[CH:15]=[CH:14][CH:13]=[CH:12][CH:11]=2)=[CH:4][C:3]=1[N+:17]([O-])=O.[CH3:20][OH:21]. Given the product [C:10]1([CH2:9][C:8]([C:5]2[CH:6]=[CH:7][C:2]3[O:1][C:20](=[O:21])[NH:17][C:3]=3[CH:4]=2)=[O:16])[CH:15]=[CH:14][CH:13]=[CH:12][CH:11]=1, predict the reactants needed to synthesize it. (3) Given the product [Br:10][C@H:9]1[C@@H:8]([CH2:11][OH:12])[O:7][C@@H:6]([N:16]2[CH:26]=[CH:25][C:20]([NH2:21])=[N:19][C:17]2=[O:18])[C@@H:5]1[OH:4], predict the reactants needed to synthesize it. The reactants are: C([O:4][C@@H:5]1[C@@H:9]([Br:10])[C@@H:8]([CH2:11][O:12]C(=O)C)[O:7][C@H:6]1[N:16]1[CH:26]=[CH:25][C:20]([NH:21]C(=O)C)=[N:19][C:17]1=[O:18])(=O)C. (4) The reactants are: [CH2:1]([C:3]1([CH3:23])[CH:8]([CH3:9])[CH:7]([OH:10])[CH2:6][C:5]([CH2:12][CH3:13])([CH3:11])[N:4]1[O:14][CH:15]([C:17]1[CH:22]=[CH:21][CH:20]=[CH:19][CH:18]=1)[CH3:16])[CH3:2].[C:24](Cl)(=[O:27])[CH:25]=[CH2:26].C(N(CC)CC)C. Given the product [CH2:1]([C:3]1([CH3:23])[CH:8]([CH3:9])[CH:7]([O:10][C:24](=[O:27])[CH:25]=[CH2:26])[CH2:6][C:5]([CH2:12][CH3:13])([CH3:11])[N:4]1[O:14][CH:15]([C:17]1[CH:18]=[CH:19][CH:20]=[CH:21][CH:22]=1)[CH3:16])[CH3:2], predict the reactants needed to synthesize it. (5) Given the product [Cl:1][C:2]1[N:7]=[C:6]([NH:8][C:13](=[O:14])[N:12]([CH3:16])[CH3:11])[CH:5]=[CH:4][N:3]=1, predict the reactants needed to synthesize it. The reactants are: [Cl:1][C:2]1[N:7]=[C:6]([NH2:8])[CH:5]=[CH:4][N:3]=1.[H-].[Na+].[CH3:11][N:12]([CH3:16])[C:13](Cl)=[O:14]. (6) Given the product [CH3:15][N:16]1[C:8](=[O:14])[CH2:9][C:10](=[O:12])[NH:19][C:17]1=[O:18], predict the reactants needed to synthesize it. The reactants are: C(OC(=O)C)(=O)C.[C:8]([OH:14])(=O)[CH2:9][C:10]([OH:12])=O.[CH3:15][NH:16][C:17]([NH2:19])=[O:18].CS(C)=O. (7) The reactants are: [Cl:1][C:2]1[C:3]([NH:11][C:12]2[CH:17]=[CH:16][C:15]([Cl:18])=[CH:14][CH:13]=2)=[N:4][CH:5]=[C:6]([CH:10]=1)[C:7]([OH:9])=O.CC[N:21]([CH:25]([CH3:27])C)[CH:22]([CH3:24])C.CN(C(ON1N=N[C:38]2C=CC=N[C:37]1=2)=[N+](C)C)C.F[P-](F)(F)(F)(F)F. Given the product [N:21]1([C:7]([C:6]2[CH:5]=[N:4][C:3]([NH:11][C:12]3[CH:17]=[CH:16][C:15]([Cl:18])=[CH:14][CH:13]=3)=[C:2]([Cl:1])[CH:10]=2)=[O:9])[CH2:22][CH2:24][CH2:38][CH2:37][CH2:27][CH2:25]1, predict the reactants needed to synthesize it. (8) Given the product [ClH:1].[NH2:9][CH2:10][C@H:11]1[CH2:12][CH2:13][C@H:14]([C:17]([NH:19][C@H:20]([C:50](=[O:63])[NH:51][C:52]2[CH:53]=[CH:54][C:55]([C:58]3[N:59]=[N:60][NH:61][N:62]=3)=[CH:56][CH:57]=2)[CH2:21][C:22]2[CH:23]=[CH:24][C:25]([C:28]3[CH:33]=[CH:32][CH:31]=[C:30]([C:34]([NH:36][CH:37]4[CH2:38][CH2:39][NH:40][CH2:41][CH2:42]4)=[O:35])[CH:29]=3)=[CH:26][CH:27]=2)=[O:18])[CH2:15][CH2:16]1, predict the reactants needed to synthesize it. The reactants are: [ClH:1].C(OC([NH:9][CH2:10][C@H:11]1[CH2:16][CH2:15][C@H:14]([C:17]([NH:19][C@H:20]([C:50](=[O:63])[NH:51][C:52]2[CH:57]=[CH:56][C:55]([C:58]3[N:59]=[N:60][NH:61][N:62]=3)=[CH:54][CH:53]=2)[CH2:21][C:22]2[CH:27]=[CH:26][C:25]([C:28]3[CH:33]=[CH:32][CH:31]=[C:30]([C:34]([NH:36][CH:37]4[CH2:42][CH2:41][N:40](C(OC(C)(C)C)=O)[CH2:39][CH2:38]4)=[O:35])[CH:29]=3)=[CH:24][CH:23]=2)=[O:18])[CH2:13][CH2:12]1)=O)(C)(C)C. (9) Given the product [Cl:1][C:2]1[C:3]([C:18]([NH2:19])=[O:20])=[C:4]2[N:9]([C:10]=1[C:11]1[CH:12]=[N:13][CH:14]=[C:15]([Br:17])[CH:16]=1)[CH:8]=[CH:7][CH:6]=[CH:5]2, predict the reactants needed to synthesize it. The reactants are: [Cl:1][C:2]1[C:3]([C:18]#[N:19])=[C:4]2[N:9]([C:10]=1[C:11]1[CH:12]=[N:13][CH:14]=[C:15]([Br:17])[CH:16]=1)[CH:8]=[CH:7][CH:6]=[CH:5]2.[OH-:20].[K+].ClCCl.CO. (10) Given the product [NH2:18][C:2]1[C:3](=[O:17])[NH:4][C:5](=[O:16])[C:6]=1[C:7]1[CH:12]=[CH:11][CH:10]=[C:9]([N+:13]([O-:15])=[O:14])[CH:8]=1, predict the reactants needed to synthesize it. The reactants are: Cl[C:2]1[C:3](=[O:17])[NH:4][C:5](=[O:16])[C:6]=1[C:7]1[CH:12]=[CH:11][CH:10]=[C:9]([N+:13]([O-:15])=[O:14])[CH:8]=1.[NH3:18].